This data is from Reaction yield outcomes from USPTO patents with 853,638 reactions. The task is: Predict the reaction yield, written as a fraction of the theoretical maximum amount of product (1.0 means a 100% yield; for example, 0.34 means a 34% yield). (1) The catalyst is CCO.[Pd]. The reactants are [F:1][C:2]1[CH:7]=[C:6]([N+:8]([O-])=O)[C:5]([F:11])=[CH:4][C:3]=1[N:12]1[CH2:17][CH2:16][O:15][CH2:14][CH2:13]1. The product is [F:11][C:5]1[CH:4]=[C:3]([N:12]2[CH2:17][CH2:16][O:15][CH2:14][CH2:13]2)[C:2]([F:1])=[CH:7][C:6]=1[NH2:8]. The yield is 0.910. (2) The reactants are OC1C(C2(CO)C3C(=CC=CC=3)N(CC[CH2:22][N:23]3[C:31](=[O:32])[C:30]4[C:25](=[CH:26][CH:27]=[CH:28][CH:29]=4)[C:24]3=[O:33])C2=O)=CC2OCOC=2C=1.C1([CH2:40][CH2:41][N:42]2[C:50]3[C:45](=[CH:46][CH:47]=[CH:48][CH:49]=3)[C:44]([C:53]3[C:61]([OH:62])=[CH:60][C:56]4[O:57][CH2:58][O:59][C:55]=4[CH:54]=3)([CH2:51]O)[C:43]2=[O:63])CC1. No catalyst specified. The product is [O:63]=[C:43]1[C:44]2([C:53]3=[CH:54][C:55]4[O:59][CH2:58][O:57][C:56]=4[CH:60]=[C:61]3[O:62][CH2:51]2)[C:45]2[C:50](=[CH:49][CH:48]=[CH:47][CH:46]=2)[N:42]1[CH2:41][CH2:40][CH2:22][N:23]1[C:31](=[O:32])[C:30]2[C:25](=[CH:26][CH:27]=[CH:28][CH:29]=2)[C:24]1=[O:33]. The yield is 0.450. (3) The reactants are [F:1][C:2]1[CH:3]=[CH:4][C:5]([NH:8][NH:9][C:10]([C@@H:12]2[CH2:16][C:15]([CH3:18])([CH3:17])[CH2:14][N:13]2[CH3:19])=O)=[N:6][CH:7]=1.C1C=CC(P(C2C=CC=CC=2)C2C=CC=CC=2)=CC=1.CCN(CC)CC.ClC(Cl)(Cl)C(Cl)(Cl)Cl.N. The catalyst is C1COCC1.CO.C(Cl)Cl. The product is [F:1][C:2]1[CH:3]=[CH:4][C:5]2[N:6]([C:10]([C@@H:12]3[CH2:16][C:15]([CH3:18])([CH3:17])[CH2:14][N:13]3[CH3:19])=[N:9][N:8]=2)[CH:7]=1. The yield is 0.840. (4) The reactants are Cl.C([N:9]1[CH2:14][CH2:13][C:12](=[O:15])[CH:11]([C:16]([O:18][CH2:19][CH3:20])=[O:17])[CH2:10]1)C1C=CC=CC=1.C(N(CC)CC)C.Cl[C:29]([O:31][CH2:32][C:33]1[CH:38]=[CH:37][CH:36]=[CH:35][CH:34]=1)=[O:30]. The catalyst is CO.[OH-].[Pd+2].[OH-]. The product is [CH2:19]([O:18][C:16]([CH:11]1[C:12](=[O:15])[CH2:13][CH2:14][N:9]([C:29]([O:31][CH2:32][C:33]2[CH:38]=[CH:37][CH:36]=[CH:35][CH:34]=2)=[O:30])[CH2:10]1)=[O:17])[CH3:20]. The yield is 0.780. (5) The reactants are [F:1][C:2]1[CH:3]=[C:4]([C:20]2[C:21]([C:26]#[N:27])=[CH:22][CH:23]=[CH:24][CH:25]=2)[CH:5]=[CH:6][C:7]=1[CH2:8][C:9]1[C:14](=[O:15])[NH:13][C:12]([CH3:16])=[N:11][C:10]=1[CH2:17][CH2:18][CH3:19].Br[CH2:29][C:30](=[O:35])[C:31]([CH3:34])([CH3:33])[CH3:32].C(=O)([O-])[O-].[K+].[K+].CN(C)C=O. The catalyst is C(OCC)(=O)C. The product is [CH3:32][C:31]([CH3:34])([CH3:33])[C:30](=[O:35])[CH2:29][N:13]1[C:14](=[O:15])[C:9]([CH2:8][C:7]2[CH:6]=[CH:5][C:4]([C:20]3[C:21]([C:26]#[N:27])=[CH:22][CH:23]=[CH:24][CH:25]=3)=[CH:3][C:2]=2[F:1])=[C:10]([CH2:17][CH2:18][CH3:19])[N:11]=[C:12]1[CH3:16]. The yield is 0.260. (6) The reactants are [NH2:1][C:2]1[C:10]2[C:5](=[CH:6][CH:7]=[CH:8][C:9]=2[F:11])[C:4]([C:19]2[CH:20]=[C:21]([CH3:29])[C:22]([O:27][CH3:28])=[C:23]([CH2:25][OH:26])[CH:24]=2)([C:12]2[CH:17]=[CH:16][CH:15]=[C:14](Br)[CH:13]=2)[N:3]=1.[N:30]1[CH:35]=[C:34](B(O)O)[CH:33]=[N:32][CH:31]=1.C(=O)([O-])[O-].[Cs+].[Cs+]. The catalyst is COCCOC.CCO.O.C1C=CC(P(C2C=CC=CC=2)[C-]2C=CC=C2)=CC=1.C1C=CC(P(C2C=CC=CC=2)[C-]2C=CC=C2)=CC=1.Cl[Pd]Cl.[Fe+2]. The product is [NH2:1][C:2]1[C:10]2[C:5](=[CH:6][CH:7]=[CH:8][C:9]=2[F:11])[C:4]([C:19]2[CH:20]=[C:21]([CH3:29])[C:22]([O:27][CH3:28])=[C:23]([CH2:25][OH:26])[CH:24]=2)([C:12]2[CH:17]=[CH:16][CH:15]=[C:14]([C:34]3[CH:35]=[N:30][CH:31]=[N:32][CH:33]=3)[CH:13]=2)[N:3]=1. The yield is 0.740. (7) The reactants are [Br:1][C:2]1[CH:3]=[C:4]2[C:8](=[CH:9][CH:10]=1)[C:7](=O)/[C:6](=[C:12](\SC)/[C:13]1[CH:18]=[CH:17][C:16]([O:19][C:20]([F:23])([F:22])[F:21])=[CH:15][CH:14]=1)/[CH2:5]2.[CH3:26][NH:27][NH2:28]. The catalyst is C(O)CC. The product is [Br:1][C:2]1[CH:3]=[C:4]2[C:8](=[CH:9][CH:10]=1)[C:7]1=[N:28][N:27]([CH3:26])[C:12]([C:13]3[CH:18]=[CH:17][C:16]([O:19][C:20]([F:23])([F:22])[F:21])=[CH:15][CH:14]=3)=[C:6]1[CH2:5]2. The yield is 0.260. (8) The reactants are [F:1][C:2]1[CH:3]=[C:4]2[C:9](=[C:10]([NH:12][S:13]([C:16]3[CH:21]=[CH:20][CH:19]=[CH:18][C:17]=3[N+:22]([O-])=O)(=[O:15])=[O:14])[CH:11]=1)[N:8]=[CH:7][CH:6]=[CH:5]2.Cl[Sn]Cl. The catalyst is Cl.CCO. The product is [NH2:22][C:17]1[CH:18]=[CH:19][CH:20]=[CH:21][C:16]=1[S:13]([NH:12][C:10]1[CH:11]=[C:2]([F:1])[CH:3]=[C:4]2[C:9]=1[N:8]=[CH:7][CH:6]=[CH:5]2)(=[O:15])=[O:14]. The yield is 0.860.